From a dataset of Reaction yield outcomes from USPTO patents with 853,638 reactions. Predict the reaction yield, written as a fraction of the theoretical maximum amount of product (1.0 means a 100% yield; for example, 0.34 means a 34% yield). (1) The reactants are [Na].[CH:2]([CH:4]1[CH2:9][CH2:8][CH2:7][CH2:6][C:5]1=O)=O.[C:11]([CH2:13][C:14]([NH2:16])=[O:15])#[N:12].C(O)(=O)C.N1CCCCC1. The catalyst is C1(C)C=CC=CC=1.ClCCl.C(OCC)(=O)C.C(OCC)C.C(O)(=O)C. The product is [O:15]=[C:14]1[C:13]([C:11]#[N:12])=[CH:2][C:4]2[CH2:9][CH2:8][CH2:7][CH2:6][C:5]=2[NH:16]1. The yield is 0.318. (2) The reactants are [CH2:1]([O:3][C:4](=[O:11])[C:5]([CH3:10])([CH3:9])[C:6]([OH:8])=O)[CH3:2].C1N=CN(C(N2C=NC=C2)=O)C=1.[SH:24][CH2:25][CH2:26][OH:27]. The product is [OH:27][CH2:26][CH2:25][S:24][C:6](=[O:8])[C:5]([CH3:10])([CH3:9])[C:4]([O:3][CH2:1][CH3:2])=[O:11]. The yield is 0.300. The catalyst is C(Cl)Cl. (3) The reactants are [SH:1][C:2]1[CH:10]=[C:9]([CH3:11])[CH:8]=[CH:7][C:3]=1[C:4]([OH:6])=O.[C:12]([C:14]1[N:19]=[C:18]([CH2:20][CH2:21][C:22]([O:24][C:25]([CH3:28])([CH3:27])[CH3:26])=[O:23])[CH:17]=[CH:16][CH:15]=1)#[N:13]. The catalyst is N1C=CC=CC=1. The product is [CH3:11][C:9]1[CH:8]=[CH:7][C:3]2[C:4](=[O:6])[N:13]=[C:12]([C:14]3[N:19]=[C:18]([CH2:20][CH2:21][C:22]([O:24][C:25]([CH3:28])([CH3:27])[CH3:26])=[O:23])[CH:17]=[CH:16][CH:15]=3)[S:1][C:2]=2[CH:10]=1. The yield is 0.530. (4) The reactants are [C:1]([O:4][C@@H:5]([C@H:16]1[C@@H:21]2[N:22]=[C:23]([CH3:25])[O:24][C@@H:20]2[CH:19]=[C:18]([C:26]([O:28][CH3:29])=[O:27])[O:17]1)[C@H:6]([O:12][C:13](=[O:15])[CH3:14])[CH2:7][O:8][C:9](=[O:11])[CH3:10])(=[O:3])[CH3:2].[N:30]([Si](C)(C)C)=[N+:31]=[N-:32].N([O-])=O.[Na+].Cl. The catalyst is C(O)(C)(C)C.O.CCOC(C)=O. The yield is 0.960. The product is [C:1]([O:4][C@@H:5]([C@H:16]1[C@H:21]([NH:22][C:23](=[O:24])[CH3:25])[C@@H:20]([N:30]=[N+:31]=[N-:32])[CH:19]=[C:18]([C:26]([O:28][CH3:29])=[O:27])[O:17]1)[C@H:6]([O:12][C:13](=[O:15])[CH3:14])[CH2:7][O:8][C:9](=[O:11])[CH3:10])(=[O:3])[CH3:2]. (5) The yield is 0.990. The product is [F:1][C:2]1[CH:3]=[CH:4][C:5]([O:6][C:7]2[C:8]([C:9]([NH:16][CH2:15][C:14]3[CH:13]=[CH:8][C:29]([C:30]([OH:26])=[O:23])=[CH:28][CH:27]=3)=[O:10])=[CH:13][C:14]([C:17]([F:20])([F:19])[F:18])=[CH:15][N:16]=2)=[CH:21][CH:22]=1. The catalyst is O1CCOCC1.O. The reactants are [F:1][C:2]1[CH:22]=[CH:21][C:5]([O:6][C:7]2[N:16]=[CH:15][C:14]([C:17]([F:20])([F:19])[F:18])=[CH:13][C:8]=2[C:9](OC)=[O:10])=[CH:4][CH:3]=1.[OH-:23].[Li+].Cl.[O:26]1[CH2:30][CH2:29][CH2:28][CH2:27]1. (6) The reactants are [Br:1][C:2]1[CH:8]=[CH:7][C:5]([NH2:6])=[CH:4][CH:3]=1.[CH:9](=O)[C:10]1[CH:15]=[CH:14][CH:13]=[CH:12][CH:11]=1.[BH-](OC(C)=O)(OC(C)=O)OC(C)=O.[Na+].C(O)(=O)C. The catalyst is ClC(Cl)C. The product is [CH2:9]([NH:6][C:5]1[CH:7]=[CH:8][C:2]([Br:1])=[CH:3][CH:4]=1)[C:10]1[CH:15]=[CH:14][CH:13]=[CH:12][CH:11]=1. The yield is 0.840.